The task is: Predict the reaction yield, written as a fraction of the theoretical maximum amount of product (1.0 means a 100% yield; for example, 0.34 means a 34% yield).. This data is from Reaction yield outcomes from USPTO patents with 853,638 reactions. The reactants are [C@@H:1]1([NH:10][C:11]2[N:16]=[CH:15][N:14]=[C:13]([NH:17][C@H:18]3[C@@H:22]4[O:23][C:24]([CH3:27])([CH3:26])[O:25][C@@H:21]4[C@@H:20]([CH2:28][OH:29])[CH2:19]3)[CH:12]=2)[C:9]2[C:4](=[CH:5][CH:6]=[CH:7][CH:8]=2)[CH2:3][CH2:2]1.CCN(CC)CC.Cl[S:38]([NH2:41])(=[O:40])=[O:39].C(#N)C. The catalyst is C(Cl)Cl. The product is [S:38](=[O:40])(=[O:39])([O:29][CH2:28][C@@H:20]1[C@@H:21]2[C@@H:22]([O:23][C:24]([CH3:26])([CH3:27])[O:25]2)[C@H:18]([NH:17][C:13]2[CH:12]=[C:11]([NH:10][C@@H:1]3[C:9]4[C:4](=[CH:5][CH:6]=[CH:7][CH:8]=4)[CH2:3][CH2:2]3)[N:16]=[CH:15][N:14]=2)[CH2:19]1)[NH2:41]. The yield is 0.540.